This data is from Full USPTO retrosynthesis dataset with 1.9M reactions from patents (1976-2016). The task is: Predict the reactants needed to synthesize the given product. (1) Given the product [CH2:17]([O:24][C:25]1[CH:34]=[C:33]2[C:28]([CH:29]=[CH:30][C:31](=[O:35])[N:32]2[C:2]2[CH:7]=[CH:6][C:5]([CH2:8][O:9][Si:10]([C:13]([CH3:16])([CH3:15])[CH3:14])([CH3:12])[CH3:11])=[CH:4][N:3]=2)=[CH:27][CH:26]=1)[C:18]1[CH:19]=[CH:20][CH:21]=[CH:22][CH:23]=1, predict the reactants needed to synthesize it. The reactants are: Br[C:2]1[CH:7]=[CH:6][C:5]([CH2:8][O:9][Si:10]([C:13]([CH3:16])([CH3:15])[CH3:14])([CH3:12])[CH3:11])=[CH:4][N:3]=1.[CH2:17]([O:24][C:25]1[CH:34]=[C:33]2[C:28]([CH:29]=[CH:30][C:31](=[O:35])[NH:32]2)=[CH:27][CH:26]=1)[C:18]1[CH:23]=[CH:22][CH:21]=[CH:20][CH:19]=1.C(=O)([O-])[O-].[K+].[K+]. (2) The reactants are: Br[CH2:2][C@@H:3]([NH2:10])[CH2:4][C:5]1[NH:6][CH:7]=[N:8][CH:9]=1.C([O-])(=O)C.[Na+]. Given the product [N:8]1[CH:9]=[C:5]([CH2:4][C@H:3]([NH2:10])[CH3:2])[NH:6][CH:7]=1, predict the reactants needed to synthesize it. (3) Given the product [CH3:1][CH:2]1[CH:7]=[C:6]([CH3:8])[CH2:5][CH2:4][C:3]1([C:12](=[O:16])[CH:13]=[CH:14][CH3:15])[C:9]([CH3:11])=[CH2:10], predict the reactants needed to synthesize it. The reactants are: [CH3:1][CH:2]1[CH:7]=[C:6]([CH3:8])[CH2:5][CH2:4][C:3]1([C:12](=[O:16])[CH2:13][CH:14]=[CH2:15])[C:9]([CH3:11])=[CH2:10].C(N(CC)CC)C.